Dataset: Full USPTO retrosynthesis dataset with 1.9M reactions from patents (1976-2016). Task: Predict the reactants needed to synthesize the given product. (1) Given the product [F:31][C:32]1[CH:37]=[C:36]([F:38])[CH:35]=[CH:34][C:33]=1[C:39](=[O:41])[CH2:40][C:27]1[CH:26]=[CH:25][C:24]([S:21]([C:14]2[CH:15]=[CH:20][CH:19]=[CH:18][C:17]=2[CH2:16][OH:5])(=[O:22])=[O:23])=[CH:29][CH:28]=1, predict the reactants needed to synthesize it. The reactants are: FC1C=CC=CC=1C=[O:5].[Na].[BH4-].[Na+].Br[C:14](O)([S:21]([C:24]1[CH:29]=[CH:28][CH:27]=[CH:26][CH:25]=1)(=[O:23])=[O:22])[C:15]1[CH:20]=[CH:19][CH:18]=[CH:17][CH:16]=1.[F:31][C:32]1[CH:37]=[C:36]([F:38])[CH:35]=[CH:34][C:33]=1[C:39](=[O:41])[CH3:40]. (2) Given the product [C:1]([O:5][C:6](=[O:20])[NH:7][CH2:8][CH2:9][N:10]1[C:18]2[C:17]([NH:35][C:31]3[CH:30]=[C:29]4[C:34](=[CH:33][CH:32]=3)[N:26]([CH2:25][C:24]3[CH:36]=[CH:37][CH:38]=[C:22]([F:21])[CH:23]=3)[N:27]=[CH:28]4)=[N:16][CH:15]=[N:14][C:13]=2[CH:12]=[CH:11]1)([CH3:4])([CH3:3])[CH3:2], predict the reactants needed to synthesize it. The reactants are: [C:1]([O:5][C:6](=[O:20])[NH:7][CH2:8][CH2:9][N:10]1[C:18]2[C:17](Cl)=[N:16][CH:15]=[N:14][C:13]=2[CH:12]=[CH:11]1)([CH3:4])([CH3:3])[CH3:2].[F:21][C:22]1[CH:23]=[C:24]([CH:36]=[CH:37][CH:38]=1)[CH2:25][N:26]1[C:34]2[C:29](=[CH:30][C:31]([NH2:35])=[CH:32][CH:33]=2)[CH:28]=[N:27]1.C(=O)(O)[O-].[Na+].